This data is from Experimentally validated miRNA-target interactions with 360,000+ pairs, plus equal number of negative samples. The task is: Binary Classification. Given a miRNA mature sequence and a target amino acid sequence, predict their likelihood of interaction. (1) The miRNA is dme-miR-8-3p with sequence UAAUACUGUCAGGUAAAGAUGUC. The protein sequence of the target gene is MAQSPVSAEVIHQVEECLDEDEKEMMLFLCRDVTENLAAPNVRDLLDSLSERGQLSFATLAELLYRVRRFDLLKRILKTDKATVEDHLRRNPHLVSDYRVLLMEIGESLDQNDVSSLVFLTRDYTGRGKIAKDKSFLDLVIELEKLNLIASDQLNLLEKCLKNIHRIDLNTKIQKYTQSSQGARSNMNTLQASLPKLSIKYNSRLQNGRSKEPRFVEYRDSQRTLVKTSIQESGAFLPPHIREETYRMQSKPLGICLIIDCIGNDTKYLQETFTSLGYHIQLFLFPKSHDITQIVRRYAS.... Result: 0 (no interaction). (2) The miRNA is cel-miR-79-3p with sequence AUAAAGCUAGGUUACCAAAGCU. The protein sequence of the target gene is MAGAKAYRLGAVLLLIHLIFLISGAEAASFQRNQLLQKEPDLRLENVQKFPSPEMIRALEYIEKLRQQAHREESSPDYNPYQGVSVPLQLKENGEESHLAESSRDALSEDEWMRIILEALRQAENEPPSAPKENKPYALNLEKNFPVDTPDDYETQQWPERKLKHMRFPLMYEENSRENPFKRTNEIVEEQYTPQSLATLESVFQELGKLTGPSNQKRERVDEEQKLYTDDEDDVYKTNNIAYEDVVGGEDWSPIEEKIETQTQEEVRDSKENTEKNEQINEEMKRSGQLGLPDEENRRE.... Result: 0 (no interaction). (3) The miRNA is hsa-miR-3689a-3p with sequence CUGGGAGGUGUGAUAUCGUGGU. The protein sequence of the target gene is MAFYSCCWVLLALTWHTSAYGPDQRAQKKGDIILGGLFPIHFGVAAKDQDLKSRPESVECIRYNFRGFRWLQAMIFAIEEINSSPALLPNLTLGYRIFDTCNTVSKALEATLSFVAQNKIDSLNLDEFCNCSEHIPSTIAVVGATGSGVSTAVANLLGLFYIPQVSYASSSRLLSNKNQFKSFLRTIPNDEHQATAMADIIEYFRWNWVGTIAADDDYGRPGIEKFREEAEERDICIDFSELISQYSDEEEIQHVVEVIQNSTAKVIVVFSSGPDLEPLIKEIVRRNITGKIWLASEAWA.... Result: 0 (no interaction). (4) The miRNA is hsa-miR-651-5p with sequence UUUAGGAUAAGCUUGACUUUUG. The protein sequence of the target gene is MASVRIREAKEGDCGDILRLIRELAEFEKLSDQVKISEEALRADGFGDNPFYHCLVAEILPAPGKLLGPCVVGYGIYYFIYSTWKGRTIYLEDIYVMPEYRGQGIGSKIIKKVAEVALDKGCSQFRLAVLDWNQRAMDLYKALGAQDLTEAEGWHFFCFQGEATRKLAGK. Result: 0 (no interaction). (5) The miRNA is hsa-miR-557 with sequence GUUUGCACGGGUGGGCCUUGUCU. The protein sequence of the target gene is MATPEASGSGEKVEGSEPSVTYYRLEEVAKRNSAEETWMVIHGRVYDITRFLSEHPGGEEVLLEQAGADATESFEDVGHSPDAREMLKQYYIGDVHPSDLKPKGDDKDPSKNNSCQSSWAYWFVPIVGAILIGFLYRHFWADSKSS. Result: 0 (no interaction). (6) The miRNA is hsa-miR-7152-5p with sequence UUUCCUGUCCUCCAACCAGACC. The protein sequence of the target gene is MSQDSVTFADVAVNFTKEEWTLLDPAQRNLYRDVMLENSRNLAFIDWATPCKTKDATPQPDILPKRTFPEANRVCLTSISSQHSTLREDWRCPKTEEPHRQGVNNVKPPAVAPEKDESPVSICEDHEMRNHSKPTCRLVPSQGDSIRQCILTRDSSIFKYNPVLNDSQKTHENNEDDGVLGWNIQWVPCGRKTELKSSTWTGSQNTVHHIRDEIDTGANRHQRNPFGKAFREDGSLRAHNTHGREKMYDFTQCENTSRNNSIHAMQMQLYTAETNKKDCQTGATSANAPNSGSHKSHCTG.... Result: 0 (no interaction).